Dataset: Catalyst prediction with 721,799 reactions and 888 catalyst types from USPTO. Task: Predict which catalyst facilitates the given reaction. Reactant: [Cl:1][C:2]1[CH:7]=[CH:6][C:5]([C:8]2[S:16][C:15]3[C:14](=[O:17])[N:13]([C:18]4[CH:23]=[CH:22][C:21]([O:24][CH2:25][C:26]5([OH:32])[CH2:29][C:28]([F:31])([F:30])[CH2:27]5)=[C:20]([O:33][CH3:34])[CH:19]=4)[CH:12]=[N:11][C:10]=3[CH:9]=2)=[CH:4][CH:3]=1.C(N(C(C)C)[P:39]([O:48][CH2:49][C:50]1[CH:55]=[CH:54][CH:53]=[CH:52][CH:51]=1)[O:40][CH2:41][C:42]1[CH:47]=[CH:46][CH:45]=[CH:44][CH:43]=1)(C)C.N1C=NC=N1.[OH:64]O. Product: [P:39]([O:32][C:26]1([CH2:25][O:24][C:21]2[CH:22]=[CH:23][C:18]([N:13]3[C:14](=[O:17])[C:15]4[S:16][C:8]([C:5]5[CH:6]=[CH:7][C:2]([Cl:1])=[CH:3][CH:4]=5)=[CH:9][C:10]=4[N:11]=[CH:12]3)=[CH:19][C:20]=2[O:33][CH3:34])[CH2:27][C:28]([F:30])([F:31])[CH2:29]1)([O:40][CH2:41][C:42]1[CH:43]=[CH:44][CH:45]=[CH:46][CH:47]=1)([O:48][CH2:49][C:50]1[CH:51]=[CH:52][CH:53]=[CH:54][CH:55]=1)=[O:64]. The catalyst class is: 279.